This data is from Reaction yield outcomes from USPTO patents with 853,638 reactions. The task is: Predict the reaction yield, written as a fraction of the theoretical maximum amount of product (1.0 means a 100% yield; for example, 0.34 means a 34% yield). (1) The reactants are [OH:1][C:2]1[CH:7]=[CH:6][C:5]([C:8]2([CH3:20])[C:17](=[O:18])[C:16]3[C:11](=[CH:12][CH:13]=[CH:14][CH:15]=3)[NH:10][C:9]2=[O:19])=[CH:4][C:3]=1[O:21]C.B(Br)(Br)Br.CCCCCC. The catalyst is CCOC(C)=O. The product is [OH:21][C:3]1[CH:4]=[C:5]([C:8]2([CH3:20])[C:17](=[O:18])[C:16]3[C:11](=[CH:12][CH:13]=[CH:14][CH:15]=3)[NH:10][C:9]2=[O:19])[CH:6]=[CH:7][C:2]=1[OH:1]. The yield is 0.620. (2) The reactants are [CH3:1][O:2][C:3]1[CH:4]=[C:5]([OH:10])[CH:6]=[C:7]([CH3:9])[CH:8]=1.N12CCN(CC1)CC2.[CH3:19][N:20]([CH3:24])[C:21](Cl)=[S:22].CCOCC. The catalyst is CN(C=O)C. The product is [CH3:19][N:20]([CH3:24])[C:21](=[S:22])[O:10][C:5]1[CH:6]=[C:7]([CH3:9])[CH:8]=[C:3]([O:2][CH3:1])[CH:4]=1. The yield is 0.910. (3) The reactants are [OH:1][C@H:2]1[C@@H:6]([OH:7])[CH:5](OC)[O:4][C@@H:3]1[CH2:10][O:11]/[N:12]=[C:13]1\[NH:14][C@@H:15]([C:25]2[CH:30]=[CH:29][C:28]([F:31])=[CH:27][C:26]=2[C:32]2[CH:37]=[CH:36][CH:35]=[C:34]([O:38][CH3:39])[N:33]=2)[CH2:16][C:17]2[N:18]=[C:19]([NH2:24])[N:20]=[C:21]([CH3:23])[C:22]\1=2.[SiH](CC)(CC)CC.B(F)(F)F.CCOCC. The catalyst is C(Cl)Cl. The product is [OH:1][C@H:2]1[C@@H:6]([OH:7])[CH2:5][O:4][C@@H:3]1[CH2:10][O:11]/[N:12]=[C:13]1\[NH:14][C@@H:15]([C:25]2[CH:30]=[CH:29][C:28]([F:31])=[CH:27][C:26]=2[C:32]2[CH:37]=[CH:36][CH:35]=[C:34]([O:38][CH3:39])[N:33]=2)[CH2:16][C:17]2[N:18]=[C:19]([NH2:24])[N:20]=[C:21]([CH3:23])[C:22]\1=2. The yield is 0.300.